From a dataset of NCI-60 drug combinations with 297,098 pairs across 59 cell lines. Regression. Given two drug SMILES strings and cell line genomic features, predict the synergy score measuring deviation from expected non-interaction effect. (1) Drug 1: CC1=C2C(C(=O)C3(C(CC4C(C3C(C(C2(C)C)(CC1OC(=O)C(C(C5=CC=CC=C5)NC(=O)C6=CC=CC=C6)O)O)OC(=O)C7=CC=CC=C7)(CO4)OC(=O)C)O)C)OC(=O)C. Drug 2: C1CNP(=O)(OC1)N(CCCl)CCCl. Cell line: HCT-15. Synergy scores: CSS=3.27, Synergy_ZIP=13.8, Synergy_Bliss=12.8, Synergy_Loewe=4.14, Synergy_HSA=3.76. (2) Drug 1: CNC(=O)C1=CC=CC=C1SC2=CC3=C(C=C2)C(=NN3)C=CC4=CC=CC=N4. Drug 2: CC1=C(C=C(C=C1)NC2=NC=CC(=N2)N(C)C3=CC4=NN(C(=C4C=C3)C)C)S(=O)(=O)N.Cl. Cell line: SK-MEL-2. Synergy scores: CSS=8.30, Synergy_ZIP=3.86, Synergy_Bliss=10.3, Synergy_Loewe=5.59, Synergy_HSA=6.67. (3) Drug 1: CC1=C2C(C(=O)C3(C(CC4C(C3C(C(C2(C)C)(CC1OC(=O)C(C(C5=CC=CC=C5)NC(=O)C6=CC=CC=C6)O)O)OC(=O)C7=CC=CC=C7)(CO4)OC(=O)C)O)C)OC(=O)C. Drug 2: CC(C)CN1C=NC2=C1C3=CC=CC=C3N=C2N. Cell line: MOLT-4. Synergy scores: CSS=83.6, Synergy_ZIP=18.8, Synergy_Bliss=17.4, Synergy_Loewe=2.11, Synergy_HSA=17.3. (4) Drug 1: C1=CC(=C2C(=C1NCCNCCO)C(=O)C3=C(C=CC(=C3C2=O)O)O)NCCNCCO. Drug 2: CN(C)C1=NC(=NC(=N1)N(C)C)N(C)C. Cell line: NCIH23. Synergy scores: CSS=55.9, Synergy_ZIP=-1.41, Synergy_Bliss=-3.68, Synergy_Loewe=-66.4, Synergy_HSA=-3.92. (5) Drug 1: CC1=C(C=C(C=C1)NC(=O)C2=CC=C(C=C2)CN3CCN(CC3)C)NC4=NC=CC(=N4)C5=CN=CC=C5. Drug 2: C1=NC(=NC(=O)N1C2C(C(C(O2)CO)O)O)N. Cell line: NCI-H226. Synergy scores: CSS=17.2, Synergy_ZIP=-5.54, Synergy_Bliss=-2.49, Synergy_Loewe=-19.4, Synergy_HSA=-4.22. (6) Drug 1: COC1=C(C=C2C(=C1)N=CN=C2NC3=CC(=C(C=C3)F)Cl)OCCCN4CCOCC4. Drug 2: C1CN1P(=S)(N2CC2)N3CC3. Cell line: UACC-257. Synergy scores: CSS=6.55, Synergy_ZIP=-4.02, Synergy_Bliss=-6.26, Synergy_Loewe=-4.52, Synergy_HSA=-4.80.